This data is from Full USPTO retrosynthesis dataset with 1.9M reactions from patents (1976-2016). The task is: Predict the reactants needed to synthesize the given product. Given the product [F:20][C:17]([F:18])([F:19])[C:15]1[CH:14]=[C:13]([C:21]2[N:22]=[C:23]([O:8][C:3]3[CH:4]=[CH:5][CH:6]=[CH:7][C:2]=3[Cl:1])[C:24]([C:28]([O:30][CH2:31][CH3:32])=[O:29])=[CH:25][N:26]=2)[CH:12]=[C:11]([C:10]([F:34])([F:9])[F:33])[CH:16]=1, predict the reactants needed to synthesize it. The reactants are: [Cl:1][C:2]1[CH:7]=[CH:6][CH:5]=[CH:4][C:3]=1[OH:8].[F:9][C:10]([F:34])([F:33])[C:11]1[CH:12]=[C:13]([C:21]2[N:26]=[C:25](Cl)[C:24]([C:28]([O:30][CH2:31][CH3:32])=[O:29])=[CH:23][N:22]=2)[CH:14]=[C:15]([C:17]([F:20])([F:19])[F:18])[CH:16]=1.C(=O)([O-])[O-].[K+].[K+].